This data is from Reaction yield outcomes from USPTO patents with 853,638 reactions. The task is: Predict the reaction yield, written as a fraction of the theoretical maximum amount of product (1.0 means a 100% yield; for example, 0.34 means a 34% yield). (1) The reactants are [CH3:1][C:2]1([CH3:38])[S:7](=[O:9])(=[O:8])[C@@H:6]2[CH2:10][CH2:11][O:12][C:13]3[CH:18]=[CH:17][C:16]([N+:19]([O-])=O)=[CH:15][C:14]=3[C@@:5]2([CH3:22])[N:4]=[C:3]1[N:23]([C:31]([O:33][C:34]([CH3:37])([CH3:36])[CH3:35])=[O:32])[C:24](=[O:30])[O:25][C:26]([CH3:29])([CH3:28])[CH3:27].C1COCC1.[H][H]. The catalyst is [Pd].CCOC(C)=O. The product is [NH2:19][C:16]1[CH:17]=[CH:18][C:13]2[O:12][CH2:11][CH2:10][C@H:6]3[S:7](=[O:8])(=[O:9])[C:2]([CH3:38])([CH3:1])[C:3]([N:23]([C:24]([O:25][C:26]([CH3:27])([CH3:28])[CH3:29])=[O:30])[C:31](=[O:32])[O:33][C:34]([CH3:35])([CH3:36])[CH3:37])=[N:4][C@:5]3([CH3:22])[C:14]=2[CH:15]=1. The yield is 0.980. (2) The reactants are CN(C)C=O.[Br:6][C:7]1[CH:8]=[CH:9][C:10]([O:14][CH2:15][O:16][CH3:17])=[C:11]([OH:13])[CH:12]=1.C(=O)([O-])[O-].[K+].[K+].[CH:24]1(Br)[CH2:27][CH2:26][CH2:25]1. The catalyst is O. The product is [Br:6][C:7]1[CH:8]=[CH:9][C:10]([O:14][CH2:15][O:16][CH3:17])=[C:11]([O:13][CH:24]2[CH2:27][CH2:26][CH2:25]2)[CH:12]=1. The yield is 0.660. (3) The yield is 0.930. The catalyst is O. The reactants are Cl[C:2]1[C:7]([C:8]#[N:9])=[CH:6][CH:5]=[CH:4][N:3]=1.[SH:10][CH2:11][C:12]([O:14][CH2:15][CH3:16])=[O:13].C(=O)([O-])[O-].[Na+].[Na+].CCO. The product is [NH2:9][C:8]1[C:7]2[C:2](=[N:3][CH:4]=[CH:5][CH:6]=2)[S:10][C:11]=1[C:12]([O:14][CH2:15][CH3:16])=[O:13]. (4) The reactants are [CH3:1][O:2][C:3]1[CH:8]=[CH:7][C:6]([N+:9]([O-])=O)=[CH:5][C:4]=1[NH:12][C:13](=[O:21])[CH2:14][N:15]1[CH2:20][CH2:19][O:18][CH2:17][CH2:16]1. The catalyst is C(OCC)(=O)C.[Pd]. The product is [NH2:9][C:6]1[CH:7]=[CH:8][C:3]([O:2][CH3:1])=[C:4]([NH:12][C:13](=[O:21])[CH2:14][N:15]2[CH2:20][CH2:19][O:18][CH2:17][CH2:16]2)[CH:5]=1. The yield is 0.880.